Dataset: Forward reaction prediction with 1.9M reactions from USPTO patents (1976-2016). Task: Predict the product of the given reaction. (1) Given the reactants ClC1C=CC=C(Cl)C=1C[O:5][C:6]1[CH:15]=[C:14]2[C:9]([C:10](=[O:22])[CH:11]=[C:12]([N:16]3[CH2:21][CH2:20][O:19][CH2:18][CH2:17]3)[O:13]2)=[CH:8][CH:7]=1, predict the reaction product. The product is: [OH:5][C:6]1[CH:15]=[C:14]2[C:9]([C:10](=[O:22])[CH:11]=[C:12]([N:16]3[CH2:17][CH2:18][O:19][CH2:20][CH2:21]3)[O:13]2)=[CH:8][CH:7]=1. (2) Given the reactants [Cl:1][C:2]1[C:7]([CH3:8])=[CH:6][C:5]([S:9]([N:12]2[CH2:17][CH2:16][N:15]3[CH:18]=[CH:19][CH:20]=[C:14]3[CH:13]2[CH2:21][CH2:22][C:23]([O:25]CC)=[O:24])(=[O:11])=[O:10])=[C:4]([CH3:28])[CH:3]=1.O.[OH-].[Li+].Cl, predict the reaction product. The product is: [Cl:1][C:2]1[C:7]([CH3:8])=[CH:6][C:5]([S:9]([N:12]2[CH2:17][CH2:16][N:15]3[CH:18]=[CH:19][CH:20]=[C:14]3[CH:13]2[CH2:21][CH2:22][C:23]([OH:25])=[O:24])(=[O:10])=[O:11])=[C:4]([CH3:28])[CH:3]=1. (3) Given the reactants BrC1C=C(C2C=CC=C(C3C=N[C:21]4[C:16](=[C:17]5C=CC=[CH:28][C:18]5=[C:19]5C=CC=[CH:24][C:20]5=4)N=3)C=2)C=CC=1.N1C2C(=C3C=CC=CC3=C3C=CC=CC3=2)N=C[C:33]=1C1C=C(C2C=CC=C(B3OC(C)(C)C(C)(C)O3)C=2)C=CC=1.CC1C=CC=CC=1P(C1C=CC=CC=1C)C1C=CC=CC=1C.C(=O)([O-])[O-].[K+].[K+], predict the reaction product. The product is: [C:16]1([CH3:33])[CH:17]=[C:18]([CH3:28])[CH:19]=[C:20]([CH3:24])[CH:21]=1. (4) The product is: [CH3:14][N:15]1[CH2:20][CH2:19][N:18]([CH2:10][CH2:9][C:7]2[CH:6]=[CH:5][C:4]([N+:11]([O-:13])=[O:12])=[C:3]([O:2][CH3:1])[CH:8]=2)[CH2:17][CH2:16]1. Given the reactants [CH3:1][O:2][C:3]1[CH:8]=[C:7]([CH:9]=[CH2:10])[CH:6]=[CH:5][C:4]=1[N+:11]([O-:13])=[O:12].[CH3:14][N:15]1[CH2:20][CH2:19][NH:18][CH2:17][CH2:16]1.C1(C=CC(O)=CC=1)O, predict the reaction product.